This data is from Full USPTO retrosynthesis dataset with 1.9M reactions from patents (1976-2016). The task is: Predict the reactants needed to synthesize the given product. (1) Given the product [C:4]([O-:6])(=[O:5])[C:2]([CH3:3])=[CH2:1].[CH:41]([S:43]([O-:46])(=[O:45])=[O:44])=[CH2:42].[Na+:39].[C:17]([NH2:21])(=[O:20])[CH:18]=[CH2:19], predict the reactants needed to synthesize it. The reactants are: [CH3:1][C:2]([C:4]([O:6]C1[C@@]2(C)C(C)(C)[C@H](CC2)C1)=[O:5])=[CH2:3].[C:17]([NH2:21])(=[O:20])[CH:18]=[CH2:19].C(OS([O-])(=O)=O)CCCCCCCCCCC.[Na+:39].[Na+].[CH:41]([S:43]([O-:46])(=[O:45])=[O:44])=[CH2:42].S(OOS([O-])(=O)=O)([O-])(=O)=O.[Na+].[Na+].C(=O)(O)[O-].[Na+].S(=O)(=O)(O)[O-].[Na+]. (2) Given the product [NH2:25][C@H:20]([CH2:21][CH:22]([CH3:24])[CH3:23])[CH2:19][O:18][C:15]1[CH:16]=[CH:17][C:7]2[C:6]3[C:11](=[C:2]([CH3:1])[N:3]=[CH:4][CH:5]=3)[C:10](=[O:12])[N:9]([CH3:13])[C:8]=2[CH:14]=1, predict the reactants needed to synthesize it. The reactants are: [CH3:1][C:2]1[N:3]=[CH:4][CH:5]=[C:6]2[C:11]=1[C:10](=[O:12])[N:9]([CH3:13])[C:8]1[CH:14]=[C:15]([O:18][CH2:19][C@H:20]([NH:25]C(=O)OC(C)(C)C)[CH2:21][CH:22]([CH3:24])[CH3:23])[CH:16]=[CH:17][C:7]2=1.Cl. (3) The reactants are: Br[C:2]1[S:6][C:5]2[C:7]3[CH:11]=[C:10](Br)[S:9][C:8]=3[C:13]3[CH:17]=[C:16](Br)[S:15][C:14]=3[C:4]=2[CH:3]=1.[CH:19]1[C:31]2[N:30]([C:32]3[CH:37]=[CH:36][C:35](B(O)O)=[CH:34][CH:33]=3)[C:29]3[C:24](=[CH:25][CH:26]=[CH:27][CH:28]=3)[C:23]=2[CH:22]=[CH:21][CH:20]=1.O.P([O-])([O-])([O-])=O.[K+].[K+].[K+].O. Given the product [CH:19]1[C:31]2[N:30]([C:32]3[CH:37]=[CH:36][C:35]([C:2]4[S:6][C:5]5[C:7]6[CH:11]=[C:10]([C:35]7[CH:34]=[CH:33][C:32]([N:30]8[C:29]9[CH:28]=[CH:27][CH:26]=[CH:25][C:24]=9[C:23]9[C:31]8=[CH:19][CH:20]=[CH:21][CH:22]=9)=[CH:37][CH:36]=7)[S:9][C:8]=6[C:13]6[CH:17]=[C:16]([C:35]7[CH:36]=[CH:37][C:32]([N:30]8[C:29]9[CH:28]=[CH:27][CH:26]=[CH:25][C:24]=9[C:23]9[C:31]8=[CH:19][CH:20]=[CH:21][CH:22]=9)=[CH:33][CH:34]=7)[S:15][C:14]=6[C:4]=5[CH:3]=4)=[CH:34][CH:33]=3)[C:29]3[C:24](=[CH:25][CH:26]=[CH:27][CH:28]=3)[C:23]=2[CH:22]=[CH:21][CH:20]=1, predict the reactants needed to synthesize it. (4) Given the product [C:3]1([C:9]2[N:14]=[CH:13][C:12]([CH2:15][CH2:16][NH:17][C:18](=[O:19])[O:20][CH2:21][C:22]([NH:2][CH3:1])=[O:24])=[CH:11][CH:10]=2)[CH:4]=[CH:5][CH:6]=[CH:7][CH:8]=1, predict the reactants needed to synthesize it. The reactants are: [CH3:1][NH2:2].[C:3]1([C:9]2[N:14]=[CH:13][C:12]([CH2:15][CH2:16][NH:17][C:18]([O:20][CH2:21][C:22]([O:24]CC)=O)=[O:19])=[CH:11][CH:10]=2)[CH:8]=[CH:7][CH:6]=[CH:5][CH:4]=1. (5) Given the product [Cl:20][C:21]1[CH:26]=[CH:25][C:24]([NH:27][C:28]([NH:19][C:16]2[CH:17]=[CH:18][C:13]([O:12][C:8]3[CH:7]=[C:6]([N:1]4[CH:5]=[N:4][CH:3]=[N:2]4)[N:11]=[CH:10][N:9]=3)=[CH:14][CH:15]=2)=[O:29])=[CH:23][C:22]=1[C:30]([F:31])([F:32])[F:33], predict the reactants needed to synthesize it. The reactants are: [N:1]1([C:6]2[N:11]=[CH:10][N:9]=[C:8]([O:12][C:13]3[CH:18]=[CH:17][C:16]([NH2:19])=[CH:15][CH:14]=3)[CH:7]=2)[CH:5]=[N:4][CH:3]=[N:2]1.[Cl:20][C:21]1[CH:26]=[CH:25][C:24]([N:27]=[C:28]=[O:29])=[CH:23][C:22]=1[C:30]([F:33])([F:32])[F:31]. (6) The reactants are: [NH2:1][C:2]1[C:10]2[C:5](=[CH:6][C:7]([C:11]3[N:16]=[C:15]([NH:17]CC4C=CC(OC)=CC=4OC)[N:14]=[C:13]([N:29]4[C@H:34]([C:35]([F:38])([F:37])[F:36])[CH2:33][CH2:32][C@H:31]([C:39]([NH:41][CH:42]5[CH2:47][CH2:46][CH2:45][CH2:44][CH2:43]5)=[O:40])[CH2:30]4)[CH:12]=3)=[CH:8][CH:9]=2)[NH:4][N:3]=1.FC(F)(F)C(O)=O.CCCCCC. Given the product [NH2:17][C:15]1[N:14]=[C:13]([N:29]2[C@H:34]([C:35]([F:37])([F:36])[F:38])[CH2:33][CH2:32][C@H:31]([C:39]([NH:41][CH:42]3[CH2:43][CH2:44][CH2:45][CH2:46][CH2:47]3)=[O:40])[CH2:30]2)[CH:12]=[C:11]([C:7]2[CH:6]=[C:5]3[C:10]([C:2]([NH2:1])=[N:3][NH:4]3)=[CH:9][CH:8]=2)[N:16]=1, predict the reactants needed to synthesize it.